This data is from Full USPTO retrosynthesis dataset with 1.9M reactions from patents (1976-2016). The task is: Predict the reactants needed to synthesize the given product. (1) Given the product [CH2:23]([C:21]1[CH:20]=[CH:19][C:3]([C:4]([NH:6][C:7]2[CH:8]=[CH:9][C:10]3[C:14]([CH3:16])([CH3:15])[O:13][B:12]([OH:17])[C:11]=3[CH:18]=2)=[O:5])=[C:2]([Cl:1])[CH:22]=1)[CH:24]=[CH2:25], predict the reactants needed to synthesize it. The reactants are: [Cl:1][C:2]1[CH:22]=[C:21]([CH:23]=[CH2:24])[CH:20]=[CH:19][C:3]=1[C:4]([NH:6][C:7]1[CH:8]=[CH:9][C:10]2[C:14]([CH3:16])([CH3:15])[O:13][B:12]([OH:17])[C:11]=2[CH:18]=1)=[O:5].[CH2:25]([Sn](CCCC)(CCCC)CCCC)C=C. (2) The reactants are: [CH2:1]([O:8][N:9]1[C:15](=[O:16])[N:14]2[CH2:17][C@H:10]1[CH2:11][CH2:12][C@H:13]2[C:18]([O:20]N1C(=O)[C@H]2[C@H]([C@@H]3C[C@H]2C=C3)C1=O)=O)[C:2]1[CH:7]=[CH:6][CH:5]=[CH:4][CH:3]=1.[NH2:33][O:34][CH2:35][CH:36]1[CH2:39][N:38]([C:40]([O:42][C:43]([CH3:46])([CH3:45])[CH3:44])=[O:41])[CH2:37]1. Given the product [CH2:1]([O:8][N:9]1[C:15](=[O:16])[N:14]2[CH2:17][C@H:10]1[CH2:11][CH2:12][C@H:13]2[C:18]([NH:33][O:34][CH2:35][CH:36]1[CH2:39][N:38]([C:40]([O:42][C:43]([CH3:46])([CH3:45])[CH3:44])=[O:41])[CH2:37]1)=[O:20])[C:2]1[CH:3]=[CH:4][CH:5]=[CH:6][CH:7]=1, predict the reactants needed to synthesize it. (3) Given the product [CH3:1][NH:2][CH2:3][CH2:4][CH:5]([O:12][C:13]1[CH:18]=[CH:17][C:16]([C:19]([F:20])([F:22])[F:21])=[CH:15][CH:14]=1)[C:6]1[CH:7]=[CH:8][CH:9]=[CH:10][CH:11]=1.[ClH:23].[C:24]([OH:31])(=[O:30])[CH2:25][CH2:26][C:27]([OH:29])=[O:28].[CH3:1][NH:2][CH2:3][CH2:4][CH:5]([O:12][C:13]1[CH:18]=[CH:17][C:16]([C:19]([F:20])([F:22])[F:21])=[CH:15][CH:14]=1)[C:6]1[CH:7]=[CH:8][CH:9]=[CH:10][CH:11]=1.[ClH:23].[C:24]([OH:31])(=[O:30])[CH2:25][CH2:26][C:27]([OH:29])=[O:28], predict the reactants needed to synthesize it. The reactants are: [CH3:1][NH:2][CH2:3][CH2:4][CH:5]([O:12][C:13]1[CH:14]=[CH:15][C:16]([C:19]([F:22])([F:21])[F:20])=[CH:17][CH:18]=1)[C:6]1[CH:7]=[CH:8][CH:9]=[CH:10][CH:11]=1.[ClH:23].[C:24]([OH:31])(=[O:30])[CH2:25][CH2:26][C:27]([OH:29])=[O:28].C(#N)C. (4) The reactants are: [OH-].[Na+].[F:3][C:4]([CH3:33])([CH3:32])[CH2:5][N:6]1[C@H:18]([CH3:19])[CH2:17][C:16]2[C:15]3[C:10](=[CH:11][CH:12]=[CH:13][CH:14]=3)[NH:9][C:8]=2[C@H:7]1[C:20]1[CH:25]=[CH:24][C:23](/[CH:26]=[CH:27]/[C:28]([O:30]C)=[O:29])=[CH:22][CH:21]=1. Given the product [F:3][C:4]([CH3:32])([CH3:33])[CH2:5][N:6]1[C@H:18]([CH3:19])[CH2:17][C:16]2[C:15]3[C:10](=[CH:11][CH:12]=[CH:13][CH:14]=3)[NH:9][C:8]=2[C@H:7]1[C:20]1[CH:21]=[CH:22][C:23](/[CH:26]=[CH:27]/[C:28]([OH:30])=[O:29])=[CH:24][CH:25]=1, predict the reactants needed to synthesize it. (5) Given the product [Cl:11][C:10]1[CH:9]=[C:8]2[C:4](=[CH:3][C:2]=1[Cl:1])[C:5](=[O:25])[N:6]([CH2:13][CH:14]([C:19](=[O:20])[CH3:24])[C:15]([O:17][CH3:18])=[O:16])[C:7]2=[O:12], predict the reactants needed to synthesize it. The reactants are: [Cl:1][C:2]1[CH:3]=[C:4]2[C:8](=[CH:9][C:10]=1[Cl:11])[C:7](=[O:12])[N:6]([CH2:13][CH:14]([C:19]1([CH3:24])OCC[O:20]1)[C:15]([O:17][CH3:18])=[O:16])[C:5]2=[O:25].O.C1(C)C=CC(S(O)(=O)=O)=CC=1.